The task is: Predict the product of the given reaction.. This data is from Forward reaction prediction with 1.9M reactions from USPTO patents (1976-2016). Given the reactants Br[C:2]1[CH:3]=[C:4]2[C:8](=[C:9]([CH:11]([CH3:13])[CH3:12])[CH:10]=1)[NH:7][N:6]=[CH:5]2.[H-].[Na+].C([Li])(CC)C.C1CCCCC1.Cl.[C:28](=O)(O)[O-:29].[Na+], predict the reaction product. The product is: [CH:11]([C:9]1[CH:10]=[C:2]([CH:28]=[O:29])[CH:3]=[C:4]2[C:8]=1[NH:7][N:6]=[CH:5]2)([CH3:13])[CH3:12].